The task is: Regression. Given a peptide amino acid sequence and an MHC pseudo amino acid sequence, predict their binding affinity value. This is MHC class II binding data.. This data is from Peptide-MHC class II binding affinity with 134,281 pairs from IEDB. (1) The peptide sequence is FTFVLLLSGQITWRD. The MHC is DRB1_0101 with pseudo-sequence DRB1_0101. The binding affinity (normalized) is 0.576. (2) The peptide sequence is ESYKFIPALEAAVKQ. The MHC is DRB1_1302 with pseudo-sequence DRB1_1302. The binding affinity (normalized) is 0.481.